This data is from Forward reaction prediction with 1.9M reactions from USPTO patents (1976-2016). The task is: Predict the product of the given reaction. (1) Given the reactants [CH3:1][O:2][C:3]1[CH:4]=[C:5]([CH:8]=[CH:9][C:10]=1[O:11][CH3:12])[CH:6]=O.S(O)(O)(=O)=O.[CH3:18][C@H:19]([NH2:27])[CH2:20][C:21]1[CH:26]=[CH:25][CH:24]=[CH:23][CH:22]=1.C(N(CC)CC)C.C(O[BH-](OC(=O)C)OC(=O)C)(=O)C.[Na+], predict the reaction product. The product is: [CH3:1][O:2][C:3]1[CH:4]=[C:5]([CH:8]=[CH:9][C:10]=1[O:11][CH3:12])[CH2:6][NH:27][C@@H:19]([CH3:18])[CH2:20][C:21]1[CH:26]=[CH:25][CH:24]=[CH:23][CH:22]=1. (2) Given the reactants [F:1][C:2]1[CH:7]=[CH:6][C:5]([C:8]2[CH:13]=[CH:12][CH:11]=[CH:10][C:9]=2[CH2:14][C:15]([OH:17])=O)=[CH:4][CH:3]=1.C([N:25]1[CH2:30][CH2:29][NH:28][C@H:27]([CH2:31][C:32]2[CH:37]=[CH:36][CH:35]=[CH:34][CH:33]=2)[CH2:26]1)C1C=CC=CC=1.CCN=C=NCCCN(C)C.C1C=CC2N(O)N=NC=2C=1, predict the reaction product. The product is: [CH2:31]([C@@H:27]1[CH2:26][NH:25][CH2:30][CH2:29][N:28]1[C:15](=[O:17])[CH2:14][C:9]1[CH:10]=[CH:11][CH:12]=[CH:13][C:8]=1[C:5]1[CH:4]=[CH:3][C:2]([F:1])=[CH:7][CH:6]=1)[C:32]1[CH:37]=[CH:36][CH:35]=[CH:34][CH:33]=1. (3) Given the reactants [C:1]1([C:7]2[CH:12]=[C:11]([CH:13]3[CH2:18][NH:17][S:16](=[O:20])(=[O:19])[NH:15][CH2:14]3)[CH:10]=[CH:9][C:8]=2[NH2:21])[CH2:6][CH2:5][CH2:4][CH2:3][CH:2]=1.[C:22]([C:24]1[N:25]=[C:26]([C:37](O)=[O:38])[N:27]([CH2:29][O:30][CH2:31][CH2:32][Si:33]([CH3:36])([CH3:35])[CH3:34])[CH:28]=1)#[N:23].[K+].C(C1N=C(C([O-])=O)N(COCC[Si](C)(C)C)C=1)#N, predict the reaction product. The product is: [C:1]1([C:7]2[CH:12]=[C:11]([CH:13]3[CH2:14][NH:15][S:16](=[O:20])(=[O:19])[NH:17][CH2:18]3)[CH:10]=[CH:9][C:8]=2[NH:21][C:37]([C:26]2[N:27]([CH2:29][O:30][CH2:31][CH2:32][Si:33]([CH3:36])([CH3:35])[CH3:34])[CH:28]=[C:24]([C:22]#[N:23])[N:25]=2)=[O:38])[CH2:6][CH2:5][CH2:4][CH2:3][CH:2]=1. (4) Given the reactants [C:1]([C:5]1[CH:23]=[CH:22][C:8]([C:9]([NH:11][C:12]2[N:13]=[C:14]3[CH:19]=[CH:18][C:17](Cl)=[N:16][N:15]3[CH:21]=2)=[O:10])=[CH:7][CH:6]=1)([CH3:4])([CH3:3])[CH3:2].[NH:24]1[CH2:29][CH2:28][S:27][CH2:26][CH2:25]1.CN1CCN(C)C1=O, predict the reaction product. The product is: [C:1]([C:5]1[CH:23]=[CH:22][C:8]([C:9]([NH:11][C:12]2[N:13]=[C:14]3[CH:19]=[CH:18][C:17]([N:24]4[CH2:29][CH2:28][S:27][CH2:26][CH2:25]4)=[N:16][N:15]3[CH:21]=2)=[O:10])=[CH:7][CH:6]=1)([CH3:4])([CH3:3])[CH3:2]. (5) Given the reactants [CH:1]1([C:7]([NH:9][C:10]2[CH:15]=[C:14]([C:16]([F:19])([F:18])[F:17])[CH:13]=[CH:12][C:11]=2[NH:20][C:21]2[CH:22]=[C:23]([CH:29]=[CH:30][CH:31]=2)[C:24]([O:26]CC)=[O:25])=[O:8])[CH2:6][CH2:5][CH2:4][CH2:3][CH2:2]1.CO.[OH-].[Na+].Cl, predict the reaction product. The product is: [CH:1]1([C:7]([NH:9][C:10]2[CH:15]=[C:14]([C:16]([F:18])([F:19])[F:17])[CH:13]=[CH:12][C:11]=2[NH:20][C:21]2[CH:22]=[C:23]([CH:29]=[CH:30][CH:31]=2)[C:24]([OH:26])=[O:25])=[O:8])[CH2:6][CH2:5][CH2:4][CH2:3][CH2:2]1.